From a dataset of NCI-60 drug combinations with 297,098 pairs across 59 cell lines. Regression. Given two drug SMILES strings and cell line genomic features, predict the synergy score measuring deviation from expected non-interaction effect. Drug 1: CCCS(=O)(=O)NC1=C(C(=C(C=C1)F)C(=O)C2=CNC3=C2C=C(C=N3)C4=CC=C(C=C4)Cl)F. Drug 2: CCN(CC)CCCC(C)NC1=C2C=C(C=CC2=NC3=C1C=CC(=C3)Cl)OC. Cell line: DU-145. Synergy scores: CSS=30.5, Synergy_ZIP=-4.17, Synergy_Bliss=2.70, Synergy_Loewe=-10.3, Synergy_HSA=-0.191.